Dataset: TCR-epitope binding with 47,182 pairs between 192 epitopes and 23,139 TCRs. Task: Binary Classification. Given a T-cell receptor sequence (or CDR3 region) and an epitope sequence, predict whether binding occurs between them. (1) Result: 1 (the TCR binds to the epitope). The TCR CDR3 sequence is GGYEQYF. The epitope is KLWAQCVQL. (2) The epitope is YLDAYNMMI. The TCR CDR3 sequence is CASSLRGETQYF. Result: 1 (the TCR binds to the epitope). (3) The epitope is FLPRVFSAV. The TCR CDR3 sequence is CASSPPANTEAFF. Result: 1 (the TCR binds to the epitope). (4) The epitope is IVDTVSALV. The TCR CDR3 sequence is CASSPQDRGPNYGYTF. Result: 0 (the TCR does not bind to the epitope). (5) The epitope is LLMPILTLT. The TCR CDR3 sequence is CASTTGLAGVEQFF. Result: 0 (the TCR does not bind to the epitope). (6) The epitope is FIAGLIAIV. The TCR CDR3 sequence is CASSSQGAANTGELFF. Result: 1 (the TCR binds to the epitope). (7) The TCR CDR3 sequence is CASSLEWGPDGYTF. Result: 0 (the TCR does not bind to the epitope). The epitope is NQKLIANQF. (8) The epitope is KEIDRLNEV. The TCR CDR3 sequence is CASSSVLSGANVLTF. Result: 0 (the TCR does not bind to the epitope). (9) The epitope is NLVPMVATV. The TCR CDR3 sequence is CASSSSYGYTF. Result: 0 (the TCR does not bind to the epitope). (10) The epitope is KLGGALQAK. The TCR CDR3 sequence is CASSRRQLTNTEAFF. Result: 1 (the TCR binds to the epitope).